Task: Predict the reactants needed to synthesize the given product.. Dataset: Full USPTO retrosynthesis dataset with 1.9M reactions from patents (1976-2016) Given the product [CH3:22][C:3]1[CH:4]=[C:5]([CH2:8][O:9][C:10]2[CH:11]=[C:12]([CH2:16][CH2:17][C:18]([O:20][CH3:21])=[O:19])[CH:13]=[CH:14][CH:15]=2)[CH:6]=[CH:7][C:2]=1[C:31]1[CH:30]=[CH:29][CH:28]=[C:27]([O:26][CH3:25])[CH:32]=1, predict the reactants needed to synthesize it. The reactants are: Br[C:2]1[CH:7]=[CH:6][C:5]([CH2:8][O:9][C:10]2[CH:11]=[C:12]([CH2:16][CH2:17][C:18]([O:20][CH3:21])=[O:19])[CH:13]=[CH:14][CH:15]=2)=[CH:4][C:3]=1[CH3:22].[F-].[Cs+].[CH3:25][O:26][C:27]1[CH:28]=[C:29](B(O)O)[CH:30]=[CH:31][CH:32]=1.